Dataset: Reaction yield outcomes from USPTO patents with 853,638 reactions. Task: Predict the reaction yield, written as a fraction of the theoretical maximum amount of product (1.0 means a 100% yield; for example, 0.34 means a 34% yield). (1) The reactants are [CH3:1][C:2]([O-:5])(C)[CH3:3].[K+].O[C:8]1[CH:16]=[CH:15]C=[C:13]2[C:9]=1[CH2:10][CH2:11][C:12]2=O. The catalyst is CCOCC. The product is [CH:10](=[C:9]1[C:8]2[CH:16]=[CH:15][CH:3]=[C:2]([OH:5])[C:1]=2[CH2:12][CH2:13]1)[CH3:11]. The yield is 0.170. (2) The reactants are [I:1][C:2]1[CH:7]=[CH:6][C:5]([CH2:8][OH:9])=[CH:4][C:3]=1[O:10][CH2:11][CH2:12][CH3:13]. The catalyst is ClCCl.[O-2].[Mn+2]. The product is [I:1][C:2]1[CH:7]=[CH:6][C:5]([CH:8]=[O:9])=[CH:4][C:3]=1[O:10][CH2:11][CH2:12][CH3:13]. The yield is 0.570. (3) The yield is 0.850. The catalyst is ClCCl.ClCCl.CS(C)=O. The product is [F:11][C:12]1[CH:13]=[C:14]([CH:21]=[O:22])[C:15](=[CH:16][C:17]=1[F:18])[CH:19]=[O:20]. The reactants are C(Cl)(=O)C(Cl)=O.CS(C)=O.[F:11][C:12]1[CH:13]=[C:14]([CH2:21][OH:22])[C:15]([CH2:19][OH:20])=[CH:16][C:17]=1[F:18].C(N(CC)CC)C. (4) The reactants are Br[C:2]1[CH:7]=[C:6]([O:8][CH3:9])[CH:5]=[CH:4][C:3]=1[N:10]([C:19]([C:21]1[S:22][C:23]([CH3:26])=[CH:24][CH:25]=1)=[O:20])C(C1SC(C)=CC=1)=O. The catalyst is CC(C)([P](C(C)(C)C)([Pd][P](C(C)(C)C)(C(C)(C)C)C(C)(C)C)C(C)(C)C)C. The product is [CH3:9][O:8][C:6]1[CH:7]=[CH:2][C:3]2[NH:10][C:19](=[O:20])[C:21]3[S:22][C:23]([CH3:26])=[CH:24][C:25]=3[C:4]=2[CH:5]=1. The yield is 0.480. (5) The reactants are C(O)C.[CH:4]1([C:10]2[C:18]3[C:17](=[O:19])[NH:16][C:15]([C:20]4[CH:25]=[CH:24][C:23]([S:26]([N:29]([CH2:31][CH2:32][N:33]([CH3:35])[CH3:34])[CH3:30])(=[O:28])=[O:27])=[CH:22][C:21]=4[O:36][CH3:37])=[N:14][C:13]=3[N:12]([CH3:38])[N:11]=2)[CH2:9][CH2:8][CH2:7][CH2:6][CH2:5]1.[CH3:39][S:40]([OH:43])(=[O:42])=[O:41]. The catalyst is CCOCC. The product is [CH3:39][S:40]([OH:43])(=[O:42])=[O:41].[CH:4]1([C:10]2[C:18]3[C:17](=[O:19])[NH:16][C:15]([C:20]4[CH:25]=[CH:24][C:23]([S:26]([N:29]([CH2:31][CH2:32][N:33]([CH3:34])[CH3:35])[CH3:30])(=[O:28])=[O:27])=[CH:22][C:21]=4[O:36][CH3:37])=[N:14][C:13]=3[N:12]([CH3:38])[N:11]=2)[CH2:5][CH2:6][CH2:7][CH2:8][CH2:9]1. The yield is 0.420. (6) The reactants are [Cl:1][C:2]1[C:3]([OH:13])=[C:4]([S:9](Cl)(=[O:11])=[O:10])[CH:5]=[C:6]([Cl:8])[CH:7]=1.[NH2:14][CH2:15][C:16]1[CH:17]=[C:18]([CH:41]=[C:42]([O:44][C:45]2[CH:50]=[CH:49][C:48]([F:51])=[CH:47][CH:46]=2)[CH:43]=1)[CH2:19][N:20]([CH2:33][C:34]1[CH:39]=[CH:38][C:37]([F:40])=[CH:36][CH:35]=1)[S:21]([C:24]1[CH:29]=[C:28]([Cl:30])[CH:27]=[C:26]([Cl:31])[C:25]=1[OH:32])(=[O:23])=[O:22].CCN(CC)CC. The catalyst is C(Cl)Cl. The product is [Cl:31][C:26]1[C:25]([OH:32])=[C:24]([S:21]([N:20]([CH2:19][C:18]2[CH:41]=[C:42]([O:44][C:45]3[CH:46]=[CH:47][C:48]([F:51])=[CH:49][CH:50]=3)[CH:43]=[C:16]([CH2:15][NH:14][S:9]([C:4]3[CH:5]=[C:6]([Cl:8])[CH:7]=[C:2]([Cl:1])[C:3]=3[OH:13])(=[O:10])=[O:11])[CH:17]=2)[CH2:33][C:34]2[CH:35]=[CH:36][C:37]([F:40])=[CH:38][CH:39]=2)(=[O:23])=[O:22])[CH:29]=[C:28]([Cl:30])[CH:27]=1. The yield is 0.850.